Dataset: Full USPTO retrosynthesis dataset with 1.9M reactions from patents (1976-2016). Task: Predict the reactants needed to synthesize the given product. (1) Given the product [F:12][C:13]([F:25])([F:26])[C:14]1[CH:20]=[CH:19][C:18]([C:21]([F:23])([F:24])[F:22])=[CH:17][C:15]=1[NH:16][C:7](=[O:9])[C:6]1[CH:10]=[C:2]([CH3:1])[CH:3]=[CH:4][C:5]=1[OH:11], predict the reactants needed to synthesize it. The reactants are: [CH3:1][C:2]1[CH:10]=[C:6]([C:7]([OH:9])=O)[C:5]([OH:11])=[CH:4][CH:3]=1.[F:12][C:13]([F:26])([F:25])[C:14]1[CH:20]=[CH:19][C:18]([C:21]([F:24])([F:23])[F:22])=[CH:17][C:15]=1[NH2:16]. (2) Given the product [Br:22][C:23]1[N:24]=[C:25]2[CH2:33][CH2:32][CH2:31][N:30]([CH2:35][CH2:36][CH2:37][CH2:38][CH2:39][CH2:40][C:41]([O:43][CH2:44][CH3:45])=[O:42])[C:26]2=[N:27][C:28]=1[Cl:29], predict the reactants needed to synthesize it. The reactants are: BrC1N=C2CCCN(CCCCCCC([O-])=O)C2=NC=1Cl.[Br:22][C:23]1[N:24]=[C:25]2[CH2:33][CH2:32][C:31](=O)[N:30]([CH2:35][CH2:36][CH2:37][CH2:38][CH2:39][CH2:40][C:41]([O:43][CH2:44][CH3:45])=[O:42])[C:26]2=[N:27][C:28]=1[Cl:29].CO.